From a dataset of Reaction yield outcomes from USPTO patents with 853,638 reactions. Predict the reaction yield, written as a fraction of the theoretical maximum amount of product (1.0 means a 100% yield; for example, 0.34 means a 34% yield). (1) The reactants are [CH:1]1([CH2:4][N:5]2[C:10](=[O:11])[C:9]([CH2:12]OS(C)(=O)=O)=[CH:8][C:7]([C:18]3[CH:23]=[CH:22][C:21]([O:24][CH3:25])=[C:20]([F:26])[CH:19]=3)=[N:6]2)[CH2:3][CH2:2]1.[C:27]1(=[O:37])[NH:31][C:30](=[O:32])[C:29]2=[CH:33][CH:34]=[CH:35][CH:36]=[C:28]12.[K].O. The catalyst is CN(C)C=O. The product is [CH:1]1([CH2:4][N:5]2[C:10](=[O:11])[C:9]([CH2:12][N:31]3[C:27](=[O:37])[C:28]4=[CH:36][CH:35]=[CH:34][CH:33]=[C:29]4[C:30]3=[O:32])=[CH:8][C:7]([C:18]3[CH:23]=[CH:22][C:21]([O:24][CH3:25])=[C:20]([F:26])[CH:19]=3)=[N:6]2)[CH2:3][CH2:2]1. The yield is 0.810. (2) The reactants are [CH2:1]([N:3]1[CH:7]=[C:6]([CH:8]=[O:9])[C:5]([CH3:10])=[N:4]1)[CH3:2].C(=O)([O-])[O-].[K+].[K+].[Cl:17][C:18]1[N:23]=C(Cl)C=[CH:20][N:19]=1. The catalyst is CN(C)C=O.C(OCC)(=O)C. The product is [Cl:17][C:18]1[N:23]=[C:1]([N:3]2[CH:7]=[C:6]([CH:8]=[O:9])[C:5]([CH3:10])=[N:4]2)[CH:2]=[CH:20][N:19]=1. The yield is 0.420.